This data is from HIV replication inhibition screening data with 41,000+ compounds from the AIDS Antiviral Screen. The task is: Binary Classification. Given a drug SMILES string, predict its activity (active/inactive) in a high-throughput screening assay against a specified biological target. (1) The molecule is Cc1cccc(-n2nc3c(=O)n(C)c(=O)n(C)c3nc2=O)c1. The result is 0 (inactive). (2) The molecule is COc1ccc(C=O)c(NC(=O)C(C)C)c1. The result is 0 (inactive).